From a dataset of Peptide-MHC class I binding affinity with 185,985 pairs from IEDB/IMGT. Regression. Given a peptide amino acid sequence and an MHC pseudo amino acid sequence, predict their binding affinity value. This is MHC class I binding data. (1) The peptide sequence is IRFFKTFGW. The MHC is Mamu-B17 with pseudo-sequence Mamu-B17. The binding affinity (normalized) is 0.787. (2) The peptide sequence is FVHFVEALA. The MHC is HLA-A02:06 with pseudo-sequence HLA-A02:06. The binding affinity (normalized) is 0.326. (3) The MHC is H-2-Kb with pseudo-sequence H-2-Kb. The peptide sequence is LTVINRLQL. The binding affinity (normalized) is 0.192. (4) The peptide sequence is LPKNKEGLF. The MHC is H-2-Dd with pseudo-sequence H-2-Dd. The binding affinity (normalized) is 0.0278. (5) The peptide sequence is ALTDVEKRI. The MHC is HLA-A02:02 with pseudo-sequence HLA-A02:02. The binding affinity (normalized) is 0.602. (6) The peptide sequence is IESIPDPPTNT. The MHC is Mamu-A11 with pseudo-sequence Mamu-A11. The binding affinity (normalized) is 0. (7) The MHC is HLA-A68:02 with pseudo-sequence HLA-A68:02. The binding affinity (normalized) is 0. The peptide sequence is EVAQRAYR.